Dataset: Forward reaction prediction with 1.9M reactions from USPTO patents (1976-2016). Task: Predict the product of the given reaction. (1) Given the reactants [CH:1](N(CC)C(C)C)([CH3:3])[CH3:2].[CH3:10][C:11]1[CH:16]=[CH:15][C:14]([C:17]2([C:20]([OH:22])=O)[CH2:19][CH2:18]2)=[CH:13][CH:12]=1.CN(C([O:30][N:31]1N=NC2C=CC=NC1=2)=[N+](C)C)C.F[P-](F)(F)(F)(F)F.C([O:50][CH2:51][CH3:52])(=O)C.C[N:54](C)C=O, predict the reaction product. The product is: [OH:30][NH:31][C:51]([C@H:52]([NH:54][C:20]([C:17]1([C:14]2[CH:13]=[CH:12][C:11]([CH3:10])=[CH:16][CH:15]=2)[CH2:18][CH2:19]1)=[O:22])[CH:1]([CH3:3])[CH3:2])=[O:50]. (2) The product is: [CH:16]([O:17][C:2]1[CH:7]=[CH:6][C:5]([S:8]([CH3:11])(=[O:10])=[O:9])=[CH:4][C:3]=1[N+:12]([O-:14])=[O:13])([CH3:18])[CH3:15]. Given the reactants F[C:2]1[CH:7]=[CH:6][C:5]([S:8]([CH3:11])(=[O:10])=[O:9])=[CH:4][C:3]=1[N+:12]([O-:14])=[O:13].[CH3:15][CH:16]([CH3:18])[O-:17].[Na+], predict the reaction product. (3) The product is: [Br:1][C:2]1[CH:3]=[CH:4][C:5]([CH:8]([C:9]2[C:10]([F:16])=[CH:11][CH:12]=[CH:13][C:14]=2[F:15])[C:21](=[O:22])[C:20]#[C:19][Si:18]([CH3:27])([CH3:26])[CH3:17])=[N:6][CH:7]=1. Given the reactants [Br:1][C:2]1[CH:3]=[CH:4][C:5]([CH2:8][C:9]2[C:14]([F:15])=[CH:13][CH:12]=[CH:11][C:10]=2[F:16])=[N:6][CH:7]=1.[CH3:17][Si:18]([CH3:27])([CH3:26])[C:19]#[C:20][C:21](OCC)=[O:22], predict the reaction product. (4) Given the reactants Br[C:2]1[C:8]([C:9]([F:12])([F:11])[F:10])=[CH:7][C:5]([NH2:6])=[CH:4][C:3]=1[Cl:13].CC1(C)C(C)(C)OB([C:22]2[CH:27]=[CH:26][C:25]([C@@H:28]([NH:30][S:31]([CH3:34])(=[O:33])=[O:32])[CH3:29])=[CH:24][CH:23]=2)O1.C(=O)([O-])[O-].[Na+].[Na+].O, predict the reaction product. The product is: [NH2:6][C:5]1[CH:7]=[C:8]([C:9]([F:12])([F:11])[F:10])[C:2]([C:22]2[CH:23]=[CH:24][C:25]([C@@H:28]([NH:30][S:31]([CH3:34])(=[O:32])=[O:33])[CH3:29])=[CH:26][CH:27]=2)=[C:3]([Cl:13])[CH:4]=1. (5) The product is: [C:42]([O:41][C:39]([N:33]1[CH2:38][CH2:37][N:36]([CH2:16][CH2:15][CH2:14][C:11]2[C:12](=[O:13])[N:7]([CH2:6][C:5]3[CH:4]=[CH:3][C:2]([F:1])=[CH:32][CH:31]=3)[N:8]=[C:9]([C:22]3[CH:27]=[CH:26][C:25]([O:28][CH3:29])=[C:24]([F:30])[CH:23]=3)[CH:10]=2)[CH2:35][CH2:34]1)=[O:40])([CH3:45])([CH3:44])[CH3:43]. Given the reactants [F:1][C:2]1[CH:32]=[CH:31][C:5]([CH2:6][N:7]2[C:12](=[O:13])[C:11]([CH2:14][CH2:15][CH2:16]OS(C)(=O)=O)=[CH:10][C:9]([C:22]3[CH:27]=[CH:26][C:25]([O:28][CH3:29])=[C:24]([F:30])[CH:23]=3)=[N:8]2)=[CH:4][CH:3]=1.[N:33]1([C:39]([O:41][C:42]([CH3:45])([CH3:44])[CH3:43])=[O:40])[CH2:38][CH2:37][NH:36][CH2:35][CH2:34]1, predict the reaction product. (6) The product is: [Br:1][C:2]1[C:7]2[C:8]([CH2:11][NH:16][S:13]([NH2:17])(=[O:15])=[O:14])=[CH:9][S:10][C:6]=2[CH:5]=[CH:4][CH:3]=1. Given the reactants [Br:1][C:2]1[C:7]2[C:8]([CH:11]=O)=[CH:9][S:10][C:6]=2[CH:5]=[CH:4][CH:3]=1.[S:13]([NH2:17])([NH2:16])(=[O:15])=[O:14].[BH4-].[Na+].O, predict the reaction product. (7) Given the reactants [C:1]12([C:11]3[CH:12]=[C:13](B(O)O)[CH:14]=[CH:15][C:16]=3[O:17][CH3:18])[CH2:10][CH:5]3[CH2:6][CH:7]([CH2:9][CH:3]([CH2:4]3)[CH2:2]1)[CH2:8]2.FC(F)(F)S(O[C:28]1[CH:37]=[CH:36][C:35]2[C:30](=[CH:31][CH:32]=[C:33]([Br:38])[CH:34]=2)[CH:29]=1)(=O)=O.[O-]P([O-])([O-])=O.[K+].[K+].[K+].[K+].[Br-], predict the reaction product. The product is: [C:1]12([C:11]3[CH:12]=[C:13]([C:28]4[CH:29]=[C:30]5[C:35](=[CH:36][CH:37]=4)[CH:34]=[C:33]([Br:38])[CH:32]=[CH:31]5)[CH:14]=[CH:15][C:16]=3[O:17][CH3:18])[CH2:10][CH:5]3[CH2:6][CH:7]([CH2:9][CH:3]([CH2:4]3)[CH2:2]1)[CH2:8]2.